From a dataset of Full USPTO retrosynthesis dataset with 1.9M reactions from patents (1976-2016). Predict the reactants needed to synthesize the given product. Given the product [CH2:4]([C:3]([C:21]1[CH:31]=[CH:30][C:24]([O:25][CH2:26][C:27]([NH:43][CH2:42][CH2:40][OH:41])=[O:28])=[C:23]([CH3:32])[CH:22]=1)([C:6]1[CH:11]=[CH:10][C:9](/[CH:12]=[CH:13]/[C:14]([CH2:18][CH3:19])([OH:17])[CH2:15][CH3:16])=[C:8]([CH3:20])[CH:7]=1)[CH2:1][CH3:2])[CH3:5], predict the reactants needed to synthesize it. The reactants are: [CH2:1]([C:3]([C:21]1[CH:31]=[CH:30][C:24]([O:25][CH2:26][C:27](O)=[O:28])=[C:23]([CH3:32])[CH:22]=1)([C:6]1[CH:11]=[CH:10][C:9]([CH:12]=[CH:13][C:14]([CH2:18][CH3:19])([OH:17])[CH2:15][CH3:16])=[C:8]([CH3:20])[CH:7]=1)[CH2:4][CH3:5])[CH3:2].C(N(CC)CC)C.[CH2:40]([CH2:42][NH2:43])[OH:41].CCN=C=NCCCN(C)C.Cl.C1C=C2N=NN(O)C2=CC=1.O.